Dataset: Reaction yield outcomes from USPTO patents with 853,638 reactions. Task: Predict the reaction yield, written as a fraction of the theoretical maximum amount of product (1.0 means a 100% yield; for example, 0.34 means a 34% yield). (1) The reactants are Br[C:2]1[CH:9]=[C:8]([N:10]2[C:14]3=[N:15][CH:16]=[CH:17][C:18]([C:19]4[CH:20]=[N:21][C:22]5[C:27]([CH:28]=4)=[CH:26][CH:25]=[CH:24][CH:23]=5)=[C:13]3[C:12]([CH3:29])=[CH:11]2)[CH:7]=[CH:6][C:3]=1[C:4]#[N:5].[NH2:30][CH2:31][CH2:32][CH2:33][CH2:34][OH:35]. No catalyst specified. The product is [OH:35][CH2:34][CH2:33][CH2:32][CH2:31][NH:30][C:2]1[CH:9]=[C:8]([N:10]2[C:14]3=[N:15][CH:16]=[CH:17][C:18]([C:19]4[CH:20]=[N:21][C:22]5[C:27]([CH:28]=4)=[CH:26][CH:25]=[CH:24][CH:23]=5)=[C:13]3[C:12]([CH3:29])=[CH:11]2)[CH:7]=[CH:6][C:3]=1[C:4]#[N:5]. The yield is 0.350. (2) The reactants are [CH2:1]([C:5](=[CH2:11])[C:6]([O:8]CC)=[O:7])[CH:2]([CH3:4])[CH3:3].Cl. The catalyst is [OH-].[K+]. The product is [CH2:1]([C:5](=[CH2:11])[C:6]([OH:8])=[O:7])[CH:2]([CH3:4])[CH3:3]. The yield is 0.990. (3) The reactants are Cl[C:2]1[N:7]=[CH:6][N:5]=[C:4]([NH:8][CH2:9][C:10]2([C:16]3[CH:21]=[CH:20][C:19]([O:22][CH2:23][CH2:24][CH2:25][N:26]4[CH2:30][CH2:29][CH2:28][CH2:27]4)=[CH:18][CH:17]=3)[CH2:15][CH2:14][O:13][CH2:12][CH2:11]2)[CH:3]=1.C(N(CC)CC)C. The catalyst is C(O)C.[Pd]. The product is [N:26]1([CH2:25][CH2:24][CH2:23][O:22][C:19]2[CH:18]=[CH:17][C:16]([C:10]3([CH2:9][NH:8][C:4]4[CH:3]=[CH:2][N:7]=[CH:6][N:5]=4)[CH2:15][CH2:14][O:13][CH2:12][CH2:11]3)=[CH:21][CH:20]=2)[CH2:30][CH2:29][CH2:28][CH2:27]1. The yield is 0.200. (4) The reactants are [Br:1][C:2]1[CH:9]=[CH:8][C:5]([CH:6]=O)=[CH:4][CH:3]=1.[CH3:10][O:11][C:12]1[CH:13]=[C:14]([CH:18]=[CH:19][C:20]=1[O:21][CH3:22])[CH2:15][C:16]#[N:17]. No catalyst specified. The product is [Br:1][C:2]1[CH:9]=[CH:8][C:5](/[CH:6]=[C:15](/[C:14]2[CH:18]=[CH:19][C:20]([O:21][CH3:22])=[C:12]([O:11][CH3:10])[CH:13]=2)\[C:16]#[N:17])=[CH:4][CH:3]=1. The yield is 0.780. (5) The product is [ClH:1].[CH3:23][NH:22][C:19]1[O:20][CH:21]=[C:17]([C:14]2[CH:15]=[CH:16][C:11]([CH2:10][NH2:9])=[CH:12][CH:13]=2)[N:18]=1. The catalyst is O1CCOCC1.C(Cl)Cl. The reactants are [ClH:1].C(OC([NH:9][CH2:10][C:11]1[CH:16]=[CH:15][C:14]([C:17]2[N:18]=[C:19]([NH:22][CH3:23])[O:20][CH:21]=2)=[CH:13][CH:12]=1)=O)(C)(C)C. The yield is 0.950. (6) The reactants are CN(CCN(C)C)C.C([Li])CCC.[Cl:14][C:15]1[CH:16]=[N:17][CH:18]=[CH:19][CH:20]=1.CN([CH:24]=[O:25])C. The catalyst is CCOCC. The product is [Cl:14][C:15]1[C:16]([CH:24]=[O:25])=[N:17][CH:18]=[CH:19][CH:20]=1. The yield is 0.270. (7) The reactants are [C:1]([C:3]1([C:6]2[CH:7]=[C:8]([CH:21]=[CH:22][CH:23]=2)[C:9]([NH:11][C:12]2[CH:17]=[CH:16][C:15]([O:18][CH3:19])=[C:14]([OH:20])[CH:13]=2)=[O:10])[CH2:5][CH2:4]1)#[N:2].Cl[C:25]1[CH:30]=[CH:29][C:28]([N+:31]([O-:33])=[O:32])=[CH:27][N:26]=1.C(=O)([O-])[O-].[K+].[K+]. The catalyst is CN(C)C=O.C(OCC)(=O)C.CCCCCC. The product is [C:1]([C:3]1([C:6]2[CH:7]=[C:8]([CH:21]=[CH:22][CH:23]=2)[C:9]([NH:11][C:12]2[CH:17]=[CH:16][C:15]([O:18][CH3:19])=[C:14]([O:20][C:25]3[CH:30]=[CH:29][C:28]([N+:31]([O-:33])=[O:32])=[CH:27][N:26]=3)[CH:13]=2)=[O:10])[CH2:5][CH2:4]1)#[N:2]. The yield is 0.990. (8) The reactants are [NH2:1][C:2]1[CH:7]=[CH:6][C:5]([CH2:8][CH2:9][OH:10])=[CH:4][CH:3]=1.[O:11](C(OC(C)(C)C)=O)[C:12]([O:14][C:15]([CH3:18])([CH3:17])[CH3:16])=O. The catalyst is C1COCC1. The product is [OH:10][CH2:9][CH2:8][C:5]1[CH:6]=[CH:7][C:2]([NH:1][C:12](=[O:11])[O:14][C:15]([CH3:18])([CH3:17])[CH3:16])=[CH:3][CH:4]=1. The yield is 0.750. (9) The reactants are [Br:1][C:2]1[CH:7]=[CH:6][C:5]([CH2:8][C@H:9]([NH:17]C(=O)OC(C)(C)C)[C:10]([NH:12][S:13]([CH3:16])(=[O:15])=[O:14])=[O:11])=[CH:4][CH:3]=1.[ClH:25]. The catalyst is C(Cl)Cl.O1CCOCC1. The product is [ClH:25].[NH2:17][C@@H:9]([CH2:8][C:5]1[CH:4]=[CH:3][C:2]([Br:1])=[CH:7][CH:6]=1)[C:10]([NH:12][S:13]([CH3:16])(=[O:14])=[O:15])=[O:11]. The yield is 0.690. (10) The reactants are [Cl:1][C:2]1[CH:3]=[C:4]([CH:6]=[CH:7][C:8]=1[O:9][C:10]1[CH:15]=[CH:14][C:13]([Cl:16])=[CH:12][CH:11]=1)[NH2:5].[CH3:17][CH:18]([C:24]([CH3:26])=O)[C:19](OCC)=[O:20].ClC1C(OC2C=CC(Cl)=CC=2)=CC=C2C=1C(O)=C(C)C(C)=N2. The catalyst is C(O)C. The product is [Cl:1][C:2]1[CH:3]=[C:4]2[C:6]([C:19]([OH:20])=[C:18]([CH3:17])[C:24]([CH3:26])=[N:5]2)=[CH:7][C:8]=1[O:9][C:10]1[CH:15]=[CH:14][C:13]([Cl:16])=[CH:12][CH:11]=1. The yield is 0.930.